Dataset: Full USPTO retrosynthesis dataset with 1.9M reactions from patents (1976-2016). Task: Predict the reactants needed to synthesize the given product. (1) Given the product [C:1]([O:6][CH:7]([O:9][CH2:10][C:11]1[CH:12]=[CH:13][CH:14]=[CH:15][CH:16]=1)[CH3:8])(=[O:5])[C:2]([CH3:4])=[CH2:3].[C:17]([O:22][CH2:23][CH2:24][OH:25])(=[O:21])[C:18]([CH3:20])=[CH2:19].[C:26]([OH:31])(=[O:30])[C:27]([CH3:29])=[CH2:28], predict the reactants needed to synthesize it. The reactants are: [C:1]([O:6][CH:7]([O:9][CH2:10][C:11]1[CH:16]=[CH:15][CH:14]=[CH:13][CH:12]=1)[CH3:8])(=[O:5])[C:2]([CH3:4])=[CH2:3].[C:17]([O:22][CH2:23][CH2:24][OH:25])(=[O:21])[C:18]([CH3:20])=[CH2:19].[C:26]([OH:31])(=[O:30])[C:27]([CH3:29])=[CH2:28].N(C(C)(CC)C([O-])=O)=NC(C)(CC)C([O-])=O. (2) Given the product [CH3:17][O:16][C:11]([C:12]1[CH:14]=[CH:4][C:3]2[C:2](=[CH:9][C:8]([NH2:10])=[CH:7][CH:6]=2)[N:1]=1)=[O:15], predict the reactants needed to synthesize it. The reactants are: [NH2:1][C:2]1[CH:9]=[C:8]([NH2:10])[CH:7]=[CH:6][C:3]=1[CH:4]=O.[C:11]([O:16][CH3:17])(=[O:15])[C:12]([CH3:14])=O.N1CCCCC1. (3) The reactants are: [O:1]=[C:2]1[N:6]([C:7]2[CH:12]=[CH:11][CH:10]=[CH:9][C:8]=2[CH3:13])[N:5]=[C:4]([C:14]2[CH:15]=[C:16]([CH:21]=[CH:22][CH:23]=2)[C:17]([O:19]C)=[O:18])[NH:3]1.[I-].[Li+].O.Cl. Given the product [O:1]=[C:2]1[N:6]([C:7]2[CH:12]=[CH:11][CH:10]=[CH:9][C:8]=2[CH3:13])[N:5]=[C:4]([C:14]2[CH:15]=[C:16]([CH:21]=[CH:22][CH:23]=2)[C:17]([OH:19])=[O:18])[NH:3]1, predict the reactants needed to synthesize it. (4) Given the product [CH3:24][C:21]1([CH3:23])[C:20]([CH3:25])([CH3:26])[O:19][B:18]([C:28]2[CH:29]=[CH:30][C:31]([C@@H:34]3[CH2:36][C@H:35]3[NH:37][S:38]([CH:41]([CH3:43])[CH3:42])(=[O:40])=[O:39])=[CH:32][CH:33]=2)[O:22]1, predict the reactants needed to synthesize it. The reactants are: C([O-])(=O)C.[K+].ClCCl.[B:18]1([B:18]2[O:22][C:21]([CH3:24])([CH3:23])[C:20]([CH3:26])([CH3:25])[O:19]2)[O:22][C:21]([CH3:24])([CH3:23])[C:20]([CH3:26])([CH3:25])[O:19]1.Br[C:28]1[CH:33]=[CH:32][C:31]([C@@H:34]2[CH2:36][C@H:35]2[NH:37][S:38]([CH:41]([CH3:43])[CH3:42])(=[O:40])=[O:39])=[CH:30][CH:29]=1. (5) Given the product [O:21]([C:18]1[CH:19]=[CH:20][C:15]([O:14][CH2:13][C@H:9]2[CH2:10][CH2:11][CH2:12][NH:8]2)=[CH:16][CH:17]=1)[C:22]1[CH:23]=[CH:24][CH:25]=[CH:26][CH:27]=1, predict the reactants needed to synthesize it. The reactants are: C(OC([N:8]1[CH2:12][CH2:11][CH2:10][C@@H:9]1[CH2:13][O:14][C:15]1[CH:20]=[CH:19][C:18]([O:21][C:22]2[CH:27]=[CH:26][CH:25]=[CH:24][CH:23]=2)=[CH:17][CH:16]=1)=O)(C)(C)C.Cl. (6) Given the product [CH2:14]([NH:18][CH2:4][C:3]1[CH:6]=[CH:7][C:8]([C:10]([F:13])([F:12])[F:11])=[CH:9][C:2]=1[F:1])[CH2:15][CH2:16][CH3:17], predict the reactants needed to synthesize it. The reactants are: [F:1][C:2]1[CH:9]=[C:8]([C:10]([F:13])([F:12])[F:11])[CH:7]=[CH:6][C:3]=1[CH:4]=O.[CH2:14]([NH2:18])[CH2:15][CH2:16][CH3:17].C(O)(=O)C.C([BH3-])#N.[Na+]. (7) Given the product [Cl:1][C:2]1[CH:7]=[CH:6][CH:5]=[C:4]([Cl:8])[C:3]=1[N:9]1[C:18]2[C:13](=[C:14]([C:20]3[CH:25]=[CH:24][C:23]([F:26])=[CH:22][C:21]=3[F:27])[CH:15]=[C:16]([O:19][CH2:49][CH2:48][N:51]3[CH2:44][CH2:45][CH2:46][CH2:47][CH2:42]3)[CH:17]=2)[CH2:12][CH2:11][C:10]1=[O:28], predict the reactants needed to synthesize it. The reactants are: [Cl:1][C:2]1[CH:7]=[CH:6][CH:5]=[C:4]([Cl:8])[C:3]=1[N:9]1[C:18]2[C:13](=[C:14]([C:20]3[CH:25]=[CH:24][C:23]([F:26])=[CH:22][C:21]=3[F:27])[CH:15]=[C:16]([OH:19])[CH:17]=2)[CH2:12][CH2:11][C:10]1=[O:28].[CH:46]1[CH:47]=[CH:42]C(P([C:42]2[CH:47]=[CH:46][CH:45]=[CH:44]C=2)[C:46]2[CH:47]=[CH:42]C=[CH:44][CH:45]=2)=[CH:44][CH:45]=1.[CH2:48](O)[CH3:49].[N:51](C(OC(C)C)=O)=NC(OC(C)C)=O.